This data is from hERG potassium channel inhibition data for cardiac toxicity prediction from Karim et al.. The task is: Regression/Classification. Given a drug SMILES string, predict its toxicity properties. Task type varies by dataset: regression for continuous values (e.g., LD50, hERG inhibition percentage) or binary classification for toxic/non-toxic outcomes (e.g., AMES mutagenicity, cardiotoxicity, hepatotoxicity). Dataset: herg_karim. The molecule is CCN(CC)C(=O)c1ccc(C(=C2CCNCC2)c2cccc(F)c2)cc1. The result is 1 (blocker).